From a dataset of HIV replication inhibition screening data with 41,000+ compounds from the AIDS Antiviral Screen. Binary Classification. Given a drug SMILES string, predict its activity (active/inactive) in a high-throughput screening assay against a specified biological target. (1) The compound is CSc1nc(Cl)c2c(n1)Sc1nc3ccccc3n1N=C2. The result is 0 (inactive). (2) The drug is CCOC(=O)c1sc2nc(CN3CCOCC3)nc(O)c2c1C. The result is 0 (inactive). (3) The molecule is COc1ccc2ccc3c(CCN(C)C#N)cc4c(c3c2c1OC(C)=O)OCO4. The result is 0 (inactive). (4) The compound is COC(=O)c1cc(O)ccc1NC(=O)c1ccc(O)cc1. The result is 0 (inactive). (5) The drug is CC1(c2nc3ccccc3[nH]2)CCC(C(N)=O)C(C)(C)O1. The result is 0 (inactive).